From a dataset of Forward reaction prediction with 1.9M reactions from USPTO patents (1976-2016). Predict the product of the given reaction. The product is: [I:1][C:2]1[N:3]=[C:4]([C@@H:8]2[CH2:12][CH2:11][CH2:10][N:9]2[C:13]([O:15][C:16]([CH3:19])([CH3:18])[CH3:17])=[O:14])[NH:5][CH:6]=1. Given the reactants [I:1][C:2]1[N:3]=[C:4]([C@@H:8]2[CH2:12][CH2:11][CH2:10][N:9]2[C:13]([O:15][C:16]([CH3:19])([CH3:18])[CH3:17])=[O:14])[NH:5][C:6]=1I.[O-]S([O-])=O.[Na+].[Na+], predict the reaction product.